Dataset: Forward reaction prediction with 1.9M reactions from USPTO patents (1976-2016). Task: Predict the product of the given reaction. Given the reactants [CH2:1]([N:8]([CH2:19][C:20]1[CH:33]=[CH:32][C:23]([O:24][C:25]2[CH:26]=[C:27]([OH:31])[CH:28]=[CH:29][CH:30]=2)=[CH:22][CH:21]=1)[C:9]1[CH:14]=[CH:13][CH:12]=[C:11]([N+:15]([O-:17])=[O:16])[C:10]=1[CH3:18])[C:2]1[CH:7]=[CH:6][CH:5]=[CH:4][CH:3]=1.[O:34]1[CH2:39][CH2:38][CH2:37][CH2:36][CH:35]1[O:40][CH2:41][CH2:42]O, predict the reaction product. The product is: [CH2:1]([N:8]([C:9]1[CH:14]=[CH:13][CH:12]=[C:11]([N+:15]([O-:17])=[O:16])[C:10]=1[CH3:18])[CH2:19][C:20]1[CH:33]=[CH:32][C:23]([O:24][C:25]2[CH:30]=[CH:29][CH:28]=[C:27]([O:31][CH2:42][CH2:41][O:40][CH:35]3[CH2:36][CH2:37][CH2:38][CH2:39][O:34]3)[CH:26]=2)=[CH:22][CH:21]=1)[C:2]1[CH:3]=[CH:4][CH:5]=[CH:6][CH:7]=1.